This data is from Full USPTO retrosynthesis dataset with 1.9M reactions from patents (1976-2016). The task is: Predict the reactants needed to synthesize the given product. (1) Given the product [Br-:48].[F:29][C:26]1[CH:27]=[CH:28][C:23]([CH2:22][S:21][C:12]2[N:11]([CH2:10][C:7]3[N:6]([CH2:30][C:31]4[CH:36]=[CH:35][C:34]([C:37]5[CH:38]=[CH:39][C:40]([C:43]([F:45])([F:46])[F:44])=[CH:41][CH:42]=5)=[CH:33][CH:32]=4)[C:5]([CH2:4][N+:2]([CH3:47])([CH3:1])[CH3:3])=[N:9][N:8]=3)[C:16]3[CH2:17][CH2:18][CH2:19][C:15]=3[C:14](=[O:20])[N:13]=2)=[CH:24][CH:25]=1, predict the reactants needed to synthesize it. The reactants are: [CH3:1][N:2]([CH2:4][C:5]1[N:6]([CH2:30][C:31]2[CH:36]=[CH:35][C:34]([C:37]3[CH:42]=[CH:41][C:40]([C:43]([F:46])([F:45])[F:44])=[CH:39][CH:38]=3)=[CH:33][CH:32]=2)[C:7]([CH2:10][N:11]2[C:16]3[CH2:17][CH2:18][CH2:19][C:15]=3[C:14](=[O:20])[N:13]=[C:12]2[S:21][CH2:22][C:23]2[CH:28]=[CH:27][C:26]([F:29])=[CH:25][CH:24]=2)=[N:8][N:9]=1)[CH3:3].[CH3:47][Br:48]. (2) Given the product [Cl:33][C:30]1[CH:29]=[CH:28][C:27]([C:17]2[N:16]([CH:10]([CH:11]3[CH2:12][CH2:13][CH2:14][CH2:15]3)[C:9]([OH:37])=[O:34])[C:20]3[CH:21]=[C:22]([F:26])[C:23]([F:25])=[CH:24][C:19]=3[N:18]=2)=[CH:32][CH:31]=1, predict the reactants needed to synthesize it. The reactants are: C(N(N=O)[C:9](=[O:34])[CH:10]([N:16]1[C:20]2[CH:21]=[C:22]([F:26])[C:23]([F:25])=[CH:24][C:19]=2[N:18]=[C:17]1[C:27]1[CH:32]=[CH:31][C:30]([Cl:33])=[CH:29][CH:28]=1)[CH:11]1[CH2:15][CH2:14][CH2:13][CH2:12]1)C1C=CC=CC=1.[OH2:37].[OH-].[Li+].OO.Cl. (3) Given the product [C:3]([NH:11][C:12]1[CH:13]=[C:14]([CH:20]=[CH:21][CH:22]=1)[C:15]([OH:17])=[O:16])(=[O:10])[C:4]1[CH:5]=[CH:6][CH:7]=[CH:8][CH:9]=1, predict the reactants needed to synthesize it. The reactants are: [OH-].[Na+].[C:3]([NH:11][C:12]1[CH:13]=[C:14]([CH:20]=[CH:21][CH:22]=1)[C:15]([O:17]CC)=[O:16])(=[O:10])[C:4]1[CH:9]=[CH:8][CH:7]=[CH:6][CH:5]=1.Cl.